Regression. Given a peptide amino acid sequence and an MHC pseudo amino acid sequence, predict their binding affinity value. This is MHC class II binding data. From a dataset of Peptide-MHC class II binding affinity with 134,281 pairs from IEDB. (1) The peptide sequence is LVGPTPINIIGRNLLTQIGC. The MHC is DRB1_0404 with pseudo-sequence DRB1_0404. The binding affinity (normalized) is 0.113. (2) The peptide sequence is WSKDIYNYMEPYVSK. The MHC is HLA-DQA10501-DQB10201 with pseudo-sequence HLA-DQA10501-DQB10201. The binding affinity (normalized) is 0.435.